The task is: Predict the reaction yield, written as a fraction of the theoretical maximum amount of product (1.0 means a 100% yield; for example, 0.34 means a 34% yield).. This data is from Reaction yield outcomes from USPTO patents with 853,638 reactions. (1) The reactants are C([NH:8][C:9]1[C:10]([CH3:30])=[C:11]([CH3:29])[C:12]2[O:16][C@@H:15]([CH3:17])[C@@H:14]([C:18]3[CH:23]=[CH:22][C:21]([CH:24]([CH3:26])[CH3:25])=[CH:20][CH:19]=3)[C:13]=2[C:27]=1[CH3:28])C1C=CC=CC=1. The catalyst is CCCCCC. The product is [CH:24]([C:21]1[CH:22]=[CH:23][C:18]([C@H:14]2[C:13]3[C:27]([CH3:28])=[C:9]([NH2:8])[C:10]([CH3:30])=[C:11]([CH3:29])[C:12]=3[O:16][C@H:15]2[CH3:17])=[CH:19][CH:20]=1)([CH3:26])[CH3:25]. The yield is 0.830. (2) The reactants are [NH2:1][C:2]1[N:7]=[C:6](S)[N:5]=[C:4]([OH:9])[C:3]=1[CH2:10][CH:11]([O:15][CH2:16][CH3:17])[O:12][CH2:13][CH3:14]. The catalyst is O.[Ni]. The product is [NH2:1][C:2]1[N:7]=[CH:6][N:5]=[C:4]([OH:9])[C:3]=1[CH2:10][CH:11]([O:15][CH2:16][CH3:17])[O:12][CH2:13][CH3:14]. The yield is 0.710.